This data is from NCI-60 drug combinations with 297,098 pairs across 59 cell lines. The task is: Regression. Given two drug SMILES strings and cell line genomic features, predict the synergy score measuring deviation from expected non-interaction effect. (1) Drug 1: CC12CCC(CC1=CCC3C2CCC4(C3CC=C4C5=CN=CC=C5)C)O. Drug 2: C1C(C(OC1N2C=NC3=C(N=C(N=C32)Cl)N)CO)O. Cell line: PC-3. Synergy scores: CSS=7.00, Synergy_ZIP=-3.36, Synergy_Bliss=-1.88, Synergy_Loewe=-5.57, Synergy_HSA=-2.10. (2) Drug 1: C1CN1P(=S)(N2CC2)N3CC3. Drug 2: CCC1(CC2CC(C3=C(CCN(C2)C1)C4=CC=CC=C4N3)(C5=C(C=C6C(=C5)C78CCN9C7C(C=CC9)(C(C(C8N6C)(C(=O)OC)O)OC(=O)C)CC)OC)C(=O)OC)O.OS(=O)(=O)O. Cell line: CCRF-CEM. Synergy scores: CSS=48.6, Synergy_ZIP=3.60, Synergy_Bliss=3.47, Synergy_Loewe=-0.253, Synergy_HSA=-0.375. (3) Drug 1: C1CC(=O)NC(=O)C1N2C(=O)C3=CC=CC=C3C2=O. Drug 2: C1CN(P(=O)(OC1)NCCCl)CCCl. Cell line: RXF 393. Synergy scores: CSS=-3.16, Synergy_ZIP=-0.890, Synergy_Bliss=-5.10, Synergy_Loewe=-4.95, Synergy_HSA=-5.95. (4) Drug 1: C1=CC(=CC=C1C#N)C(C2=CC=C(C=C2)C#N)N3C=NC=N3. Drug 2: CC1=C(C(CCC1)(C)C)C=CC(=CC=CC(=CC(=O)O)C)C. Cell line: NCI-H522. Synergy scores: CSS=-2.16, Synergy_ZIP=0.194, Synergy_Bliss=1.51, Synergy_Loewe=-2.82, Synergy_HSA=-2.11. (5) Drug 2: CC1CCC2CC(C(=CC=CC=CC(CC(C(=O)C(C(C(=CC(C(=O)CC(OC(=O)C3CCCCN3C(=O)C(=O)C1(O2)O)C(C)CC4CCC(C(C4)OC)O)C)C)O)OC)C)C)C)OC. Cell line: NCI-H522. Drug 1: CNC(=O)C1=CC=CC=C1SC2=CC3=C(C=C2)C(=NN3)C=CC4=CC=CC=N4. Synergy scores: CSS=29.8, Synergy_ZIP=2.16, Synergy_Bliss=2.75, Synergy_Loewe=-2.11, Synergy_HSA=5.65.